This data is from Full USPTO retrosynthesis dataset with 1.9M reactions from patents (1976-2016). The task is: Predict the reactants needed to synthesize the given product. (1) The reactants are: [NH2:1][C:2]1[C:3]([O:8][C:9]2[CH:18]=[CH:17][CH:16]=[C:15]3[C:10]=2[CH2:11][CH2:12][CH2:13][N:14]3[C:19]([C:21]2[CH:26]=[CH:25][CH:24]=[CH:23][CH:22]=2)=[O:20])=[N:4][CH:5]=[CH:6][CH:7]=1.[C:27](N1C=CC=CC1=O)(N1C=CC=CC1=O)=[S:28].[C:43]([NH2:49])(=[NH:48])[C:44]([CH3:47])([CH3:46])[CH3:45].CCN(C(C)C)C(C)C.CCOC(/N=N/C(OCC)=O)=O. Given the product [C:44]([C:43]1[N:49]=[C:27]([NH:1][C:2]2[C:3]([O:8][C:9]3[CH:18]=[CH:17][CH:16]=[C:15]4[C:10]=3[CH2:11][CH2:12][CH2:13][N:14]4[C:19]([C:21]3[CH:22]=[CH:23][CH:24]=[CH:25][CH:26]=3)=[O:20])=[N:4][CH:5]=[CH:6][CH:7]=2)[S:28][N:48]=1)([CH3:47])([CH3:46])[CH3:45], predict the reactants needed to synthesize it. (2) Given the product [F:14][CH:2]([F:1])[S:3]([C:6]1[CH:7]=[CH:8][C:9]([CH2:10][NH2:11])=[CH:12][CH:13]=1)(=[O:5])=[O:4], predict the reactants needed to synthesize it. The reactants are: [F:1][CH:2]([F:14])[S:3]([C:6]1[CH:13]=[CH:12][C:9]([C:10]#[N:11])=[CH:8][CH:7]=1)(=[O:5])=[O:4].B.O1CCCC1. (3) Given the product [F:1][C:2]1[CH:10]=[C:9]2[C:5]([CH:6]=[N:7][N:8]2[CH3:11])=[CH:4][C:3]=1[CH2:12][C:13]1[N:17]2[N:18]=[C:19]([CH:22]([OH:23])[CH2:24][CH3:25])[CH:20]=[CH:21][C:16]2=[N:15][CH:14]=1, predict the reactants needed to synthesize it. The reactants are: [F:1][C:2]1[CH:10]=[C:9]2[C:5]([CH:6]=[N:7][N:8]2[CH3:11])=[CH:4][C:3]=1[CH2:12][C:13]1[N:17]2[N:18]=[C:19]([CH:22]=[O:23])[CH:20]=[CH:21][C:16]2=[N:15][CH:14]=1.[CH2:24]([Mg]Br)[CH3:25].